From a dataset of Reaction yield outcomes from USPTO patents with 853,638 reactions. Predict the reaction yield, written as a fraction of the theoretical maximum amount of product (1.0 means a 100% yield; for example, 0.34 means a 34% yield). (1) The reactants are [C:1]([Si:5]([CH3:37])([CH3:36])[O:6][CH:7]([C:32]([CH3:35])([CH3:34])[CH3:33])[CH2:8][O:9][C:10]1[CH:15]=[CH:14][C:13]([C:16]([C:21]2[S:25][C:24]([S:26](Cl)(=[O:28])=[O:27])=[C:23]([CH3:30])[CH:22]=2)([CH2:19][CH3:20])[CH2:17][CH3:18])=[CH:12][C:11]=1[CH3:31])([CH3:4])([CH3:3])[CH3:2].Cl.[CH3:39][O:40][C:41](=[O:44])[CH2:42][NH2:43].CCN(CC)CC. The catalyst is ClCCl. The product is [CH3:39][O:40][C:41](=[O:44])[CH3:42].[C:1]([Si:5]([CH3:37])([CH3:36])[O:6][CH:7]([C:32]([CH3:35])([CH3:34])[CH3:33])[CH2:8][O:9][C:10]1[CH:15]=[CH:14][C:13]([C:16]([C:21]2[S:25][C:24]([S:26]([NH2:43])(=[O:28])=[O:27])=[C:23]([CH3:30])[CH:22]=2)([CH2:19][CH3:20])[CH2:17][CH3:18])=[CH:12][C:11]=1[CH3:31])([CH3:4])([CH3:3])[CH3:2]. The yield is 0.400. (2) The reactants are C[O:2][C:3](=[O:24])[CH:4]([C:11]1[CH:16]=[CH:15][CH:14]=[C:13]([S:17]([C:20]([F:23])([F:22])[F:21])(=[O:19])=[O:18])[CH:12]=1)[CH2:5][CH:6]1[CH2:10][CH2:9][CH2:8][CH2:7]1.[OH-].[Li+]. The catalyst is O1CCCC1. The product is [CH:6]1([CH2:5][CH:4]([C:11]2[CH:16]=[CH:15][CH:14]=[C:13]([S:17]([C:20]([F:23])([F:21])[F:22])(=[O:19])=[O:18])[CH:12]=2)[C:3]([OH:24])=[O:2])[CH2:10][CH2:9][CH2:8][CH2:7]1. The yield is 0.990.